This data is from Catalyst prediction with 721,799 reactions and 888 catalyst types from USPTO. The task is: Predict which catalyst facilitates the given reaction. Reactant: Br[C:2]1[C:3]([CH3:10])=[N:4][C:5]([O:8][CH3:9])=[CH:6][CH:7]=1.C1(P(C2CCCCC2)C2C=CC=CC=2C2C(C(C)C)=CC(C(C)C)=CC=2C(C)C)CCCCC1.C(=O)([O-])[O-].[Cs+].[Cs+].[Cl:51][C:52]1[CH:58]=[CH:57][C:56]([O:59][CH3:60])=[CH:55][C:53]=1[NH2:54]. Product: [Cl:51][C:52]1[CH:58]=[CH:57][C:56]([O:59][CH3:60])=[CH:55][C:53]=1[NH:54][C:2]1[C:3]([CH3:10])=[N:4][C:5]([O:8][CH3:9])=[CH:6][CH:7]=1. The catalyst class is: 167.